Dataset: Peptide-MHC class I binding affinity with 185,985 pairs from IEDB/IMGT. Task: Regression. Given a peptide amino acid sequence and an MHC pseudo amino acid sequence, predict their binding affinity value. This is MHC class I binding data. (1) The binding affinity (normalized) is 0.230. The peptide sequence is TLTSDDLLI. The MHC is HLA-A02:01 with pseudo-sequence HLA-A02:01. (2) The binding affinity (normalized) is 0.591. The MHC is HLA-A02:02 with pseudo-sequence HLA-A02:02. The peptide sequence is FIFLLFLTL. (3) The peptide sequence is AEHDPWWAV. The MHC is HLA-B07:02 with pseudo-sequence HLA-B07:02. The binding affinity (normalized) is 0.159. (4) The peptide sequence is RLRPGGKKKY. The MHC is Mamu-B8301 with pseudo-sequence Mamu-B8301. The binding affinity (normalized) is 0.329.